This data is from Full USPTO retrosynthesis dataset with 1.9M reactions from patents (1976-2016). The task is: Predict the reactants needed to synthesize the given product. (1) Given the product [C:18]1([C:21]2[CH:26]=[CH:25][CH:24]=[CH:23][CH:22]=2)[CH:19]=[CH:20][C:15]([CH2:14][C@H:10]([NH:9][C:7]([C:6]2[CH:38]=[C:2]([C:54]3[CH:55]=[CH:56][C:51]([C:47]([CH3:50])([CH3:49])[CH3:48])=[CH:52][CH:53]=3)[CH:3]=[CH:4][CH:5]=2)=[O:8])[C:11]([OH:13])=[O:12])=[CH:16][CH:17]=1, predict the reactants needed to synthesize it. The reactants are: Br[C:2]1[CH:3]=[CH:4][C:5](OCCCCCCC)=[C:6]([CH:38]=1)[C:7]([NH:9][C@@H:10]([CH2:14][C:15]1[CH:20]=[CH:19][C:18]([C:21]2[CH:26]=[CH:25][CH:24]=[CH:23][C:22]=2OC2C=CC(C(F)(F)F)=CC=2)=[CH:17][CH:16]=1)[C:11]([OH:13])=[O:12])=[O:8].[C:47]([C:51]1[CH:56]=[CH:55][C:54](B(O)O)=[CH:53][CH:52]=1)([CH3:50])([CH3:49])[CH3:48]. (2) Given the product [C:1]1([N:7]2[C:11]([C:12]3[CH:13]=[CH:14][CH:15]=[CH:16][CH:17]=3)=[C:10]([CH2:18][CH2:26][C:27]([OH:29])=[O:28])[CH:9]=[N:8]2)[CH:2]=[CH:3][CH:4]=[CH:5][CH:6]=1, predict the reactants needed to synthesize it. The reactants are: [C:1]1([N:7]2[C:11]([C:12]3[CH:17]=[CH:16][CH:15]=[CH:14][CH:13]=3)=[C:10]([CH2:18]O)[CH:9]=[N:8]2)[CH:6]=[CH:5][CH:4]=[CH:3][CH:2]=1.CS(Cl)(=O)=O.C(OCC)(=O)[CH2:26][C:27]([O:29]CC)=[O:28].[Na].Cl.